Dataset: Peptide-MHC class II binding affinity with 134,281 pairs from IEDB. Task: Regression. Given a peptide amino acid sequence and an MHC pseudo amino acid sequence, predict their binding affinity value. This is MHC class II binding data. The peptide sequence is VKSSKPLVGPFNFRF. The MHC is DRB1_1101 with pseudo-sequence DRB1_1101. The binding affinity (normalized) is 0.187.